Dataset: Forward reaction prediction with 1.9M reactions from USPTO patents (1976-2016). Task: Predict the product of the given reaction. (1) Given the reactants [F:1][C:2]([F:35])([O:6][C:7]1[CH:12]=[CH:11][C:10]([C:13]2[CH:18]=[CH:17][C:16]([S:19]([C:22]3([C:28]([O:30][C:31]([CH3:34])([CH3:33])[CH3:32])=[O:29])[CH2:27][CH2:26][NH:25][CH2:24][CH2:23]3)(=[O:21])=[O:20])=[CH:15][CH:14]=2)=[CH:9][CH:8]=1)[CH:3]([F:5])[F:4].[CH2:36](N(C(C)C)C(C)C)[CH3:37].C(I)C, predict the reaction product. The product is: [CH2:36]([N:25]1[CH2:26][CH2:27][C:22]([S:19]([C:16]2[CH:15]=[CH:14][C:13]([C:10]3[CH:11]=[CH:12][C:7]([O:6][C:2]([F:1])([F:35])[CH:3]([F:4])[F:5])=[CH:8][CH:9]=3)=[CH:18][CH:17]=2)(=[O:20])=[O:21])([C:28]([O:30][C:31]([CH3:32])([CH3:34])[CH3:33])=[O:29])[CH2:23][CH2:24]1)[CH3:37]. (2) Given the reactants [N:1]([CH2:4][C:5]1[CH:10]=[CH:9][C:8]([C:11]2C=C[CH:14]=[CH:13][CH:12]=2)=[C:7]([O:17][CH3:18])[CH:6]=1)=[N+:2]=[N-:3].C(C1C=CC(CCl)=CC=1OC)CCC, predict the reaction product. The product is: [N:1]([CH2:4][C:5]1[CH:10]=[CH:9][C:8]([CH2:11][CH2:12][CH2:13][CH3:14])=[C:7]([O:17][CH3:18])[CH:6]=1)=[N+:2]=[N-:3].